From a dataset of Catalyst prediction with 721,799 reactions and 888 catalyst types from USPTO. Predict which catalyst facilitates the given reaction. (1) Reactant: [Br:1][C:2]1[CH:9]=[C:8]([OH:10])[C:7]([O:11][CH3:12])=[CH:6][C:3]=1[CH:4]=[O:5].C(=O)([O-])[O-].[K+].[K+].Br[CH2:20][C:21]1[CH:26]=[CH:25][C:24]([C:27]([F:30])([F:29])[F:28])=[CH:23][C:22]=1[C:31]([F:34])([F:33])[F:32].O. Product: [F:32][C:31]([F:33])([F:34])[C:22]1[CH:23]=[C:24]([C:27]([F:30])([F:28])[F:29])[CH:25]=[CH:26][C:21]=1[CH2:20][O:10][C:8]1[C:7]([O:11][CH3:12])=[CH:6][C:3]([CH:4]=[O:5])=[C:2]([Br:1])[CH:9]=1. The catalyst class is: 9. (2) Reactant: Cl.Cl.[NH2:3][C:4]1[C:36]([CH3:37])=[CH:35][C:7]([O:8][C:9]2[CH:10]=[CH:11][C:12]3[N:16]=[C:15]([CH2:17][O:18][C:19]4[CH:32]=[CH:31][C:22]([CH2:23][CH:24]5[S:28][C:27](=[O:29])[NH:26][C:25]5=[O:30])=[CH:21][CH:20]=4)[N:14]([CH3:33])[C:13]=3[CH:34]=2)=[CH:6][C:5]=1[CH3:38].[F:39][C:40]([F:51])([F:50])[C:41]1[CH:46]=[CH:45][C:44]([N:47]=[C:48]=[O:49])=[CH:43][CH:42]=1.C(N(CC)CC)C. Product: [O:29]=[C:27]1[NH:26][C:25](=[O:30])[CH:24]([CH2:23][C:22]2[CH:21]=[CH:20][C:19]([O:18][CH2:17][C:15]3[N:14]([CH3:33])[C:13]4[CH:34]=[C:9]([O:8][C:7]5[CH:6]=[C:5]([CH3:38])[C:4]([NH:3][C:48]([NH:47][C:44]6[CH:43]=[CH:42][C:41]([C:40]([F:39])([F:50])[F:51])=[CH:46][CH:45]=6)=[O:49])=[C:36]([CH3:37])[CH:35]=5)[CH:10]=[CH:11][C:12]=4[N:16]=3)=[CH:32][CH:31]=2)[S:28]1. The catalyst class is: 7. (3) Reactant: [I:1][C:2]1[CH:10]=[C:9]2[C:5]([CH2:6][CH2:7][CH2:8]2)=[CH:4][C:3]=1[CH:11]=[O:12].[BH4-].[Na+]. Product: [I:1][C:2]1[CH:10]=[C:9]2[C:5]([CH2:6][CH2:7][CH2:8]2)=[CH:4][C:3]=1[CH2:11][OH:12]. The catalyst class is: 14. (4) Reactant: [Br:1][C:2]1C=CC(C#N)=[N:6][CH:7]=1.[CH3:10][Mg]Br.Cl.P([O-])([O-])([O-])=O.[K+].[K+].[K+].[CH2:22]1[CH2:26][O:25][CH2:24][CH2:23]1. Product: [Br:1][C:2]1[CH:24]=[CH:23][C:22]([C:26](=[O:25])[CH3:10])=[N:6][CH:7]=1. The catalyst class is: 69. (5) Reactant: [Cl:1][C:2]1[CH:3]=[C:4]([CH:8]=[CH:9][C:10]=1[O:11][CH:12]([CH3:14])[CH3:13])[C:5]([OH:7])=O.C(Cl)CCl.C1C=CC2N(O)N=NC=2C=1.O[NH:30][C:31]([C:33]1[CH:38]=[CH:37][C:36]([O:39][CH2:40][CH2:41][O:42][CH3:43])=[CH:35][C:34]=1[CH3:44])=[NH:32]. Product: [Cl:1][C:2]1[CH:3]=[C:4]([C:5]2[O:7][N:32]=[C:31]([C:33]3[CH:38]=[CH:37][C:36]([O:39][CH2:40][CH2:41][O:42][CH3:43])=[CH:35][C:34]=3[CH3:44])[N:30]=2)[CH:8]=[CH:9][C:10]=1[O:11][CH:12]([CH3:14])[CH3:13]. The catalyst class is: 1. (6) Reactant: [CH3:1][O:2][C:3]1[C:8]([CH2:9][CH:10]2[NH:15][C:14](=O)[CH2:13][NH:12][C:11]2=O)=[CH:7][CH:6]=[CH:5][N:4]=1.CSC.B.[OH-].[Na+]. Product: [CH3:1][O:2][C:3]1[C:8]([CH2:9][CH:10]2[CH2:11][NH:12][CH2:13][CH2:14][NH:15]2)=[CH:7][CH:6]=[CH:5][N:4]=1. The catalyst class is: 36. (7) The catalyst class is: 2. Product: [F:8][C:9]([F:22])([F:21])[S:10]([O:7][CH2:6][C:2]1([CH3:1])[CH2:5][O:4][CH2:3]1)(=[O:12])=[O:11]. Reactant: [CH3:1][C:2]1([CH2:6][OH:7])[CH2:5][O:4][CH2:3]1.[F:8][C:9]([F:22])([F:21])[S:10](O[S:10]([C:9]([F:22])([F:21])[F:8])(=[O:12])=[O:11])(=[O:12])=[O:11].C([O-])(O)=O.[Na+].